Predict the product of the given reaction. From a dataset of Forward reaction prediction with 1.9M reactions from USPTO patents (1976-2016). (1) Given the reactants I[C:2]1[CH:3]=[CH:4][C:5]2[N:6]([CH:8]=[C:9]([C:11]([NH:13][C:14]3[CH:19]=[CH:18][CH:17]=[CH:16][N:15]=3)=[O:12])[N:10]=2)[CH:7]=1.[CH3:20][Sn:21]([CH3:27])([CH3:26])[Sn:21]([CH3:27])([CH3:26])[CH3:20], predict the reaction product. The product is: [CH3:20][Sn:21]([CH3:27])([CH3:26])[C:2]1[CH:3]=[CH:4][C:5]2[N:6]([CH:8]=[C:9]([C:11]([NH:13][C:14]3[CH:19]=[CH:18][CH:17]=[CH:16][N:15]=3)=[O:12])[N:10]=2)[CH:7]=1. (2) Given the reactants Br[CH2:2][C:3]1[CH:7]=[C:6]([CH3:8])[O:5][N:4]=1.[CH2:9]([NH:16][C:17]([C:19]1[S:23][C:22]([N:24]2[CH:29]=[CH:28][C:27]([OH:30])=[CH:26][C:25]2=[O:31])=[N:21][C:20]=1[CH3:32])=[O:18])[C:10]1[CH:15]=[CH:14][CH:13]=[CH:12][CH:11]=1, predict the reaction product. The product is: [CH2:9]([NH:16][C:17]([C:19]1[S:23][C:22]([N:24]2[CH:29]=[CH:28][C:27]([O:30][CH2:2][C:3]3[CH:7]=[C:6]([CH3:8])[O:5][N:4]=3)=[CH:26][C:25]2=[O:31])=[N:21][C:20]=1[CH3:32])=[O:18])[C:10]1[CH:15]=[CH:14][CH:13]=[CH:12][CH:11]=1.